From a dataset of Full USPTO retrosynthesis dataset with 1.9M reactions from patents (1976-2016). Predict the reactants needed to synthesize the given product. (1) The reactants are: [CH2:1]=[C:2]1[C:19]2[C@:14]([CH3:21])([CH2:15][CH2:16][C:17](=[O:20])[CH:18]=2)[C@@H:13]2[C@H:4]([C@H:5]3[C@@:9]([CH2:11][CH2:12]2)([CH3:10])[C:8](=[O:22])[CH2:7][CH2:6]3)[CH2:3]1.C1(Cl)C(=O)C(Cl)=C(Cl)C(=O)C=1Cl.CO.CC(OC)(C)C. Given the product [CH2:1]=[C:2]1[C:19]2[C@:14]([CH3:21])([CH:15]=[CH:16][C:17](=[O:20])[CH:18]=2)[C@@H:13]2[C@H:4]([C@H:5]3[C@@:9]([CH2:11][CH2:12]2)([CH3:10])[C:8](=[O:22])[CH2:7][CH2:6]3)[CH2:3]1, predict the reactants needed to synthesize it. (2) Given the product [CH:1]([N:14]1[CH2:17][CH:16]([O:18][CH:23]([C:24]2[CH:29]=[CH:28][C:27]([Cl:30])=[CH:26][CH:25]=2)[C:22]2[CH:32]=[CH:33][C:34]([F:36])=[CH:35][C:21]=2[C:20]([F:37])([F:38])[F:19])[CH2:15]1)([C:8]1[CH:13]=[CH:12][CH:11]=[CH:10][CH:9]=1)[C:2]1[CH:3]=[CH:4][CH:5]=[CH:6][CH:7]=1, predict the reactants needed to synthesize it. The reactants are: [CH:1]([N:14]1[CH2:17][CH:16]([OH:18])[CH2:15]1)([C:8]1[CH:13]=[CH:12][CH:11]=[CH:10][CH:9]=1)[C:2]1[CH:7]=[CH:6][CH:5]=[CH:4][CH:3]=1.[F:19][C:20]([F:38])([F:37])[C:21]1[CH:35]=[C:34]([F:36])[CH:33]=[CH:32][C:22]=1[CH:23](O)[C:24]1[CH:29]=[CH:28][C:27]([Cl:30])=[CH:26][CH:25]=1.C(N1CC(OC(C2C=CC(Cl)=CC=2)C2C=CC(Cl)=CC=2Cl)C1)(C1C=CC=CC=1)C1C=CC=CC=1. (3) Given the product [Br:11][C:8]1[CH:7]=[C:3]([C:4]2[O:6][C:15]([CH:12]3[CH2:14][CH2:13]3)=[N:17][N:18]=2)[C:2]([NH2:1])=[N:10][CH:9]=1, predict the reactants needed to synthesize it. The reactants are: [NH2:1][C:2]1[N:10]=[CH:9][C:8]([Br:11])=[CH:7][C:3]=1[C:4]([OH:6])=O.[CH:12]1([C:15]([NH:17][NH2:18])=O)[CH2:14][CH2:13]1.O.C([O-])(O)=O.[Na+]. (4) Given the product [F:11][C:8]1[CH:7]=[C:3]([C:4]([NH:27][CH2:30][C:13]2[CH:18]=[CH:17][C:16]([C:20]([OH:21])=[O:23])=[CH:15][CH:14]=2)=[O:6])[C:2]([O:19][C:16]2[CH:17]=[CH:18][C:13]([F:12])=[CH:14][CH:15]=2)=[N:10][CH:9]=1, predict the reactants needed to synthesize it. The reactants are: Cl[C:2]1[N:10]=[CH:9][C:8]([F:11])=[CH:7][C:3]=1[C:4]([OH:6])=O.[F:12][C:13]1[CH:18]=[CH:17][C:16]([OH:19])=[CH:15][CH:14]=1.[C:20](=[O:23])([O-])[O-:21].[K+].[K+].C[N:27]([CH3:30])C=O. (5) Given the product [Cl:1][C:2]1[CH:3]=[CH:4][C:5]2[N:6]([C:8]([C:12]#[N:14])=[C:9]([CH3:11])[N:10]=2)[N:7]=1, predict the reactants needed to synthesize it. The reactants are: [Cl:1][C:2]1[CH:3]=[CH:4][C:5]2[N:6]([C:8]([C:12]([NH2:14])=O)=[C:9]([CH3:11])[N:10]=2)[N:7]=1.N1C=CC=CC=1.FC(F)(F)C(OC(=O)C(F)(F)F)=O.C(=O)(O)[O-].[Na+].